Dataset: NCI-60 drug combinations with 297,098 pairs across 59 cell lines. Task: Regression. Given two drug SMILES strings and cell line genomic features, predict the synergy score measuring deviation from expected non-interaction effect. (1) Drug 1: CNC(=O)C1=NC=CC(=C1)OC2=CC=C(C=C2)NC(=O)NC3=CC(=C(C=C3)Cl)C(F)(F)F. Drug 2: CC(C)(C#N)C1=CC(=CC(=C1)CN2C=NC=N2)C(C)(C)C#N. Cell line: 786-0. Synergy scores: CSS=-2.32, Synergy_ZIP=0.728, Synergy_Bliss=-0.886, Synergy_Loewe=-7.50, Synergy_HSA=-4.38. (2) Drug 1: CCC1(CC2CC(C3=C(CCN(C2)C1)C4=CC=CC=C4N3)(C5=C(C=C6C(=C5)C78CCN9C7C(C=CC9)(C(C(C8N6C)(C(=O)OC)O)OC(=O)C)CC)OC)C(=O)OC)O.OS(=O)(=O)O. Drug 2: C1CNP(=O)(OC1)N(CCCl)CCCl. Cell line: NCI/ADR-RES. Synergy scores: CSS=-3.54, Synergy_ZIP=1.72, Synergy_Bliss=-0.785, Synergy_Loewe=-2.44, Synergy_HSA=-2.91. (3) Drug 1: CC1=C(C(CCC1)(C)C)C=CC(=CC=CC(=CC(=O)O)C)C. Drug 2: N.N.Cl[Pt+2]Cl. Cell line: CCRF-CEM. Synergy scores: CSS=54.1, Synergy_ZIP=1.25, Synergy_Bliss=-0.877, Synergy_Loewe=-17.6, Synergy_HSA=-6.04. (4) Drug 1: C1=CC(=CC=C1C#N)C(C2=CC=C(C=C2)C#N)N3C=NC=N3. Drug 2: CNC(=O)C1=NC=CC(=C1)OC2=CC=C(C=C2)NC(=O)NC3=CC(=C(C=C3)Cl)C(F)(F)F. Cell line: LOX IMVI. Synergy scores: CSS=2.10, Synergy_ZIP=0.800, Synergy_Bliss=0.409, Synergy_Loewe=-2.02, Synergy_HSA=-2.45. (5) Drug 1: CC12CCC3C(C1CCC2=O)CC(=C)C4=CC(=O)C=CC34C. Drug 2: CC1=C(C=C(C=C1)NC(=O)C2=CC=C(C=C2)CN3CCN(CC3)C)NC4=NC=CC(=N4)C5=CN=CC=C5. Cell line: CCRF-CEM. Synergy scores: CSS=64.3, Synergy_ZIP=1.39, Synergy_Bliss=1.84, Synergy_Loewe=-1.71, Synergy_HSA=-0.685. (6) Drug 1: C#CCC(CC1=CN=C2C(=N1)C(=NC(=N2)N)N)C3=CC=C(C=C3)C(=O)NC(CCC(=O)O)C(=O)O. Drug 2: CN(C(=O)NC(C=O)C(C(C(CO)O)O)O)N=O. Cell line: HCC-2998. Synergy scores: CSS=5.38, Synergy_ZIP=-1.30, Synergy_Bliss=-1.71, Synergy_Loewe=4.21, Synergy_HSA=-4.58. (7) Drug 1: CC12CCC3C(C1CCC2O)C(CC4=C3C=CC(=C4)O)CCCCCCCCCS(=O)CCCC(C(F)(F)F)(F)F. Drug 2: CS(=O)(=O)OCCCCOS(=O)(=O)C. Cell line: MDA-MB-231. Synergy scores: CSS=4.18, Synergy_ZIP=6.16, Synergy_Bliss=5.10, Synergy_Loewe=-0.543, Synergy_HSA=0.813.